Dataset: Full USPTO retrosynthesis dataset with 1.9M reactions from patents (1976-2016). Task: Predict the reactants needed to synthesize the given product. (1) Given the product [Cl:11][C:10]1[N:9]=[C:8]([CH2:12][OH:13])[CH:7]=[C:6]2[CH:14]=[CH:15][CH2:1][O:4][C:5]=12, predict the reactants needed to synthesize it. The reactants are: [CH2:1]([O:4][C:5]1[C:6]([CH:14]=[CH2:15])=[CH:7][C:8]([CH2:12][OH:13])=[N:9][C:10]=1[Cl:11])C=C. (2) Given the product [CH3:1][O:2][C:3]1[CH:4]=[C:5]2[C:10](=[CH:11][C:12]=1[O:13][CH2:36][CH:38]1[CH2:39][O:40]1)[N:9]=[CH:8][CH:7]=[C:6]2[O:14][C:15]1[C:16]([C:23]2[CH:28]=[CH:27][C:26]([CH3:29])=[CH:25][N:24]=2)=[N:17][C:18]([CH3:22])=[C:19]([CH3:21])[CH:20]=1, predict the reactants needed to synthesize it. The reactants are: [CH3:1][O:2][C:3]1[CH:4]=[C:5]2[C:10](=[CH:11][C:12]=1[OH:13])[N:9]=[CH:8][CH:7]=[C:6]2[O:14][C:15]1[C:16]([C:23]2[CH:28]=[CH:27][C:26]([CH3:29])=[CH:25][N:24]=2)=[N:17][C:18]([CH3:22])=[C:19]([CH3:21])[CH:20]=1.C(=O)([O-])[O-].[K+].[K+].[CH2:36]([CH:38]1[O:40][CH2:39]1)Br. (3) Given the product [ClH:1].[F:41][C:36]1[CH:35]=[C:34]([CH:39]=[C:38]([F:40])[CH:37]=1)[CH2:33][C@H:24]([NH:25][C:30](=[O:32])[CH3:31])[C@H:23]([OH:27])[C@H:10]1[CH2:11][C@@H:12]([O:14][C:15]2[CH:20]=[CH:19][CH:18]=[CH:17][C:16]=2[O:21][CH3:22])[CH2:13][NH:9]1, predict the reactants needed to synthesize it. The reactants are: [ClH:1].C(OC([N:9]1[CH2:13][C@H:12]([O:14][C:15]2[CH:20]=[CH:19][CH:18]=[CH:17][C:16]=2[O:21][CH3:22])[CH2:11][C@@H:10]1[C@H:23]1[O:27]C(C)(C)[N:25]([C:30](=[O:32])[CH3:31])[C@H:24]1[CH2:33][C:34]1[CH:39]=[C:38]([F:40])[CH:37]=[C:36]([F:41])[CH:35]=1)=O)(C)(C)C. (4) Given the product [Br:1][C:2]1[CH:3]=[C:4]([O:10][CH:12]([CH3:14])[CH3:13])[CH:5]=[C:6]([Br:9])[C:7]=1[CH3:8], predict the reactants needed to synthesize it. The reactants are: [Br:1][C:2]1[CH:3]=[C:4]([OH:10])[CH:5]=[C:6]([Br:9])[C:7]=1[CH3:8].I[CH:12]([CH3:14])[CH3:13].C(=O)([O-])[O-].[K+].[K+]. (5) Given the product [NH2:11][C@@H:12]([CH2:16][NH:17][C:18](=[O:36])[C:19]1[CH:20]=[CH:21][C:22]([CH2:25][CH2:26][C:27](=[O:35])[NH:28][C:29]2[NH:34][CH2:33][CH2:32][CH2:31][N:30]=2)=[CH:23][CH:24]=1)[C:13]([OH:15])=[O:14], predict the reactants needed to synthesize it. The reactants are: C(OC([NH:11][C@@H:12]([CH2:16][NH:17][C:18](=[O:36])[C:19]1[CH:24]=[CH:23][C:22]([CH2:25][CH2:26][C:27](=[O:35])[NH:28][C:29]2[NH:30][CH2:31][CH2:32][CH2:33][N:34]=2)=[CH:21][CH:20]=1)[C:13]([OH:15])=[O:14])=O)C1C=CC=CC=1.C(O)(=O)C.CO. (6) Given the product [NH2:1][C:2]1[C:3]2[C:10]([C:11]3[CH:12]=[CH:13][C:14]([O:17][C:18]4[CH:23]=[CH:22][CH:21]=[CH:20][CH:19]=4)=[CH:15][CH:16]=3)=[CH:9][N:8]([C:24]3[CH:31]=[C:30](/[CH:29]=[C:26](\[C:35]#[N:37])/[C:27]([N:38]([CH3:44])[CH3:39])=[O:28])[CH:49]=[CH:50][CH:25]=3)[C:4]=2[N:5]=[CH:6][N:7]=1, predict the reactants needed to synthesize it. The reactants are: [NH2:1][C:2]1[C:3]2[C:10]([C:11]3[CH:16]=[CH:15][C:14]([O:17][C:18]4[CH:23]=[CH:22][CH:21]=[CH:20][CH:19]=4)=[CH:13][CH:12]=3)=[CH:9][N:8]([C:24]3[CH:25]=[C:26]([CH:29]=[CH:30][CH:31]=3)[CH:27]=[O:28])[C:4]=2[N:5]=[CH:6][N:7]=1.C(C[C:35]([NH2:37])=O)#N.[N:38]12CCCN=[C:44]1CCCC[CH2:39]2.[CH3:49][CH:50](O)C. (7) The reactants are: [CH:1]1([CH2:4][O:5][C:6]2[N:11]=[C:10]([C:12]([OH:14])=O)[CH:9]=[CH:8][C:7]=2[C:15]2([F:19])[CH2:18][CH2:17][CH2:16]2)[CH2:3][CH2:2]1.Cl.[O:21]=[S:22]1(=[O:30])[CH2:26][CH:25]([C:27]([NH2:29])=[O:28])[NH:24][CH2:23]1. Given the product [CH:1]1([CH2:4][O:5][C:6]2[N:11]=[C:10]([C:12]([N:24]3[CH:25]([C:27]([NH2:29])=[O:28])[CH2:26][S:22](=[O:30])(=[O:21])[CH2:23]3)=[O:14])[CH:9]=[CH:8][C:7]=2[C:15]2([F:19])[CH2:18][CH2:17][CH2:16]2)[CH2:2][CH2:3]1, predict the reactants needed to synthesize it. (8) Given the product [CH3:13][C:6]1[CH:5]=[CH:4][C:3]([CH2:2][N:18]2[CH2:19][CH2:20][N:15]([CH3:14])[CH2:16][CH2:17]2)=[CH:12][C:7]=1[C:8]([NH:10][CH3:11])=[O:9], predict the reactants needed to synthesize it. The reactants are: Br[CH2:2][C:3]1[CH:4]=[CH:5][C:6]([CH3:13])=[C:7]([CH:12]=1)[C:8]([NH:10][CH3:11])=[O:9].[CH3:14][N:15]1[CH2:20][CH2:19][NH:18][CH2:17][CH2:16]1.O. (9) Given the product [NH:1]([C:8]1[N:9]([C:21]2[CH:22]=[CH:23][CH:24]=[CH:25][CH:26]=2)[C:10]2[C:15]([C:16](=[O:18])[CH:17]=1)=[C:14]([CH3:19])[CH:13]=[CH:12][N:11]=2)[C:2]1[CH:3]=[CH:4][CH:5]=[CH:6][CH:7]=1, predict the reactants needed to synthesize it. The reactants are: [NH:1]([C:8]1[N:9]([C:21]2[CH:26]=[CH:25][CH:24]=[CH:23][CH:22]=2)[C:10]2[C:15]([C:16](=[O:18])[CH:17]=1)=[C:14]([CH3:19])[CH:13]=[C:12](Cl)[N:11]=2)[C:2]1[CH:7]=[CH:6][CH:5]=[CH:4][CH:3]=1. (10) Given the product [CH3:19][C:16]1[CH:17]=[CH:18][C:3]([OH:2])=[C:4]([O:5][CH2:6][CH2:7][CH2:8][N:9]2[CH2:10][CH2:11][O:12][CH2:13][CH2:14]2)[CH:15]=1, predict the reactants needed to synthesize it. The reactants are: C[O:2][C:3]1[CH:18]=[CH:17][C:16]([CH3:19])=[CH:15][C:4]=1[O:5][CH2:6][CH2:7][CH2:8][N:9]1[CH2:14][CH2:13][O:12][CH2:11][CH2:10]1.